This data is from Peptide-MHC class I binding affinity with 185,985 pairs from IEDB/IMGT. The task is: Regression. Given a peptide amino acid sequence and an MHC pseudo amino acid sequence, predict their binding affinity value. This is MHC class I binding data. (1) The peptide sequence is IPYCNYSRYW. The MHC is HLA-B51:01 with pseudo-sequence HLA-B51:01. The binding affinity (normalized) is 0.125. (2) The peptide sequence is KAERVIDPR. The MHC is HLA-A31:01 with pseudo-sequence HLA-A31:01. The binding affinity (normalized) is 0.627. (3) The peptide sequence is APYFATVRL. The MHC is HLA-A26:01 with pseudo-sequence HLA-A26:01. The binding affinity (normalized) is 0.0847. (4) The peptide sequence is VPYNPQSQG. The MHC is Mamu-A2201 with pseudo-sequence Mamu-A2201. The binding affinity (normalized) is 0. (5) The MHC is HLA-A31:01 with pseudo-sequence HLA-A31:01. The binding affinity (normalized) is 0.0965. The peptide sequence is IMYDIINSV. (6) The peptide sequence is PGVNNLYFL. The MHC is H-2-Db with pseudo-sequence H-2-Db. The binding affinity (normalized) is 0.403. (7) The peptide sequence is QGWKGSPAI. The MHC is HLA-A30:02 with pseudo-sequence HLA-A30:02. The binding affinity (normalized) is 0.